From a dataset of Catalyst prediction with 721,799 reactions and 888 catalyst types from USPTO. Predict which catalyst facilitates the given reaction. Reactant: [CH2:1]([O:3][C:4](=[O:41])[CH2:5][CH2:6][CH:7]=[CH:8][CH2:9][CH:10]1[N:33]([C:34]([O:36][C:37]([CH3:40])([CH3:39])[CH3:38])=[O:35])[C:14]2=[N:15][C:16]([C:26]3[CH:31]=[CH:30][C:29]([CH3:32])=[CH:28][CH:27]=3)=[C:17]([C:19]3[CH:24]=[CH:23][C:22]([CH3:25])=[CH:21][CH:20]=3)[N:18]=[C:13]2[CH2:12][CH2:11]1)[CH3:2].N#N. Product: [CH2:1]([O:3][C:4](=[O:41])[CH2:5][CH2:6][CH2:7][CH2:8][CH2:9][CH:10]1[N:33]([C:34]([O:36][C:37]([CH3:40])([CH3:39])[CH3:38])=[O:35])[C:14]2=[N:15][C:16]([C:26]3[CH:31]=[CH:30][C:29]([CH3:32])=[CH:28][CH:27]=3)=[C:17]([C:19]3[CH:24]=[CH:23][C:22]([CH3:25])=[CH:21][CH:20]=3)[N:18]=[C:13]2[CH2:12][CH2:11]1)[CH3:2]. The catalyst class is: 14.